This data is from Full USPTO retrosynthesis dataset with 1.9M reactions from patents (1976-2016). The task is: Predict the reactants needed to synthesize the given product. (1) Given the product [CH3:29][C:20]1[CH:21]=[C:22]([CH:27]=[CH:28][C:19]=1[NH:18][C:2]1[N:11]=[C:10]([C:12]2[CH:17]=[CH:16][CH:15]=[CH:14][CH:13]=2)[C:9]2[C:4](=[CH:5][CH:6]=[CH:7][CH:8]=2)[N:3]=1)[C:23]([O:25][CH3:26])=[O:24], predict the reactants needed to synthesize it. The reactants are: Cl[C:2]1[N:11]=[C:10]([C:12]2[CH:17]=[CH:16][CH:15]=[CH:14][CH:13]=2)[C:9]2[C:4](=[CH:5][CH:6]=[CH:7][CH:8]=2)[N:3]=1.[NH2:18][C:19]1[CH:28]=[CH:27][C:22]([C:23]([O:25][CH3:26])=[O:24])=[CH:21][C:20]=1[CH3:29].O. (2) Given the product [CH2:1]([O:5][C:6]1[C:11]([CH2:12][NH:13][C:14](=[O:27])[CH:15]([C:17]2[CH:22]=[CH:21][C:20]([CH2:23][NH:24][C:32](=[O:33])[O:34][C:35]([CH3:38])([CH3:37])[CH3:36])=[C:19]([O:25][CH3:26])[CH:18]=2)[CH3:16])=[CH:10][CH:9]=[C:8]([C:28]([F:31])([F:29])[F:30])[N:7]=1)[CH2:2][CH2:3][CH3:4], predict the reactants needed to synthesize it. The reactants are: [CH2:1]([O:5][C:6]1[C:11]([CH2:12][NH:13][C:14](=[O:27])[CH:15]([C:17]2[CH:22]=[CH:21][C:20]([C:23]#[N:24])=[C:19]([O:25][CH3:26])[CH:18]=2)[CH3:16])=[CH:10][CH:9]=[C:8]([C:28]([F:31])([F:30])[F:29])[N:7]=1)[CH2:2][CH2:3][CH3:4].[C:32](O[C:32]([O:34][C:35]([CH3:38])([CH3:37])[CH3:36])=[O:33])([O:34][C:35]([CH3:38])([CH3:37])[CH3:36])=[O:33].[BH4-].[Na+].NCCNCCN.